The task is: Predict the reaction yield, written as a fraction of the theoretical maximum amount of product (1.0 means a 100% yield; for example, 0.34 means a 34% yield).. This data is from Reaction yield outcomes from USPTO patents with 853,638 reactions. (1) The reactants are [F:1][CH2:2][C:3]([C:7]1[O:11][N:10]=[C:9]([NH:12][C:13](=[O:21])OC2C=CC=CC=2)[CH:8]=1)([CH3:6])[CH2:4][F:5].[CH3:22][O:23][C:24]1[CH:25]=[C:26]2[C:31](=[CH:32][C:33]=1[O:34][CH2:35][CH2:36][O:37][CH3:38])[N:30]=[CH:29][N:28]=[C:27]2[O:39][C:40]1[CH:41]=[C:42]([CH:44]=[CH:45][CH:46]=1)[NH2:43]. The catalyst is CN(C)C1C=CN=CC=1.C1COCC1. The product is [F:5][CH2:4][C:3]([C:7]1[O:11][N:10]=[C:9]([NH:12][C:13]([NH:43][C:42]2[CH:44]=[CH:45][CH:46]=[C:40]([O:39][C:27]3[C:26]4[C:31](=[CH:32][C:33]([O:34][CH2:35][CH2:36][O:37][CH3:38])=[C:24]([O:23][CH3:22])[CH:25]=4)[N:30]=[CH:29][N:28]=3)[CH:41]=2)=[O:21])[CH:8]=1)([CH3:6])[CH2:2][F:1]. The yield is 0.370. (2) The reactants are Cl[C:2]1[CH:11]=[C:10]([C:12]#[N:13])[C:5]([C:6]([O:8][CH3:9])=[O:7])=[C:4]([C:14]2[CH:15]=[N:16][N:17]([CH3:19])[CH:18]=2)[N:3]=1.[NH2:20][C@H:21]([CH2:25][CH:26]([CH3:28])[CH3:27])[C:22]([NH2:24])=[O:23].O. The catalyst is CC(N(C)C)=O. The product is [NH2:24][C:22](=[O:23])[C@H:21]([NH:20][C:2]1[CH:11]=[C:10]([C:12]#[N:13])[C:5]([C:6]([O:8][CH3:9])=[O:7])=[C:4]([C:14]2[CH:15]=[N:16][N:17]([CH3:19])[CH:18]=2)[N:3]=1)[CH2:25][CH:26]([CH3:28])[CH3:27]. The yield is 0.110. (3) The reactants are C([C:3]1[CH:4]=[C:5]([CH:21]=[CH:22][C:23]=1[B:24]1[O:28]C(C)(C)[C:26](C)(C)[O:25]1)[O:6][C:7]1[CH:14]=[CH:13][C:10]([C:11]#[N:12])=[C:9]([N:15]([CH2:17][CH2:18][O:19][CH3:20])[CH3:16])[N:8]=1)=O.[BH4-].[Na+].Cl. The catalyst is CO. The product is [OH:28][B:24]1[C:23]2[CH:22]=[CH:21][C:5]([O:6][C:7]3[CH:14]=[CH:13][C:10]([C:11]#[N:12])=[C:9]([N:15]([CH2:17][CH2:18][O:19][CH3:20])[CH3:16])[N:8]=3)=[CH:4][C:3]=2[CH2:26][O:25]1. The yield is 0.260.